Dataset: Forward reaction prediction with 1.9M reactions from USPTO patents (1976-2016). Task: Predict the product of the given reaction. (1) Given the reactants [N+:1]([C:4]1[CH:9]=[CH:8][C:7]([CH2:10][CH2:11][C:12]#[N:13])=[CH:6][CH:5]=1)([O-])=O.O.NN, predict the reaction product. The product is: [NH2:13][CH2:12][CH2:11][CH2:10][C:7]1[CH:6]=[CH:5][C:4]([NH2:1])=[CH:9][CH:8]=1. (2) Given the reactants F[C:2]1[CH:9]=[CH:8][CH:7]=[C:6]([I:10])[C:3]=1[C:4]#[N:5].O.[NH2:12][NH2:13], predict the reaction product. The product is: [I:10][C:6]1[CH:7]=[CH:8][CH:9]=[C:2]2[C:3]=1[C:4]([NH2:5])=[N:12][NH:13]2. (3) Given the reactants [C:1]([OH:8])(=[O:7])[CH2:2][CH2:3][C:4]([OH:6])=[O:5].[CH2:9]([C@@H:16]1[NH:21][CH2:20][CH2:19][N:18]([C:22]2[C:31]3[CH:30]=[C:29]([CH3:32])[S:28][C:27]=3[C:26](=[O:33])[C:25]3[CH:34]=[CH:35][CH:36]=[CH:37][C:24]=3[N:23]=2)[CH2:17]1)[C:10]1[CH:15]=[CH:14][CH:13]=[CH:12][CH:11]=1.[I-].[K+].C(=O)([O-])[O-].[K+].[K+].Cl[CH2:47][CH2:48][O:49][CH2:50][CH2:51][OH:52], predict the reaction product. The product is: [C:1]([OH:8])(=[O:7])[CH2:2][CH2:3][C:4]([OH:6])=[O:5].[CH2:9]([C@@H:16]1[N:21]([CH2:47][CH2:48][O:49][CH2:50][CH2:51][OH:52])[CH2:20][CH2:19][N:18]([C:22]2[C:31]3[CH:30]=[C:29]([CH3:32])[S:28][C:27]=3[C:26](=[O:33])[C:25]3[CH:34]=[CH:35][CH:36]=[CH:37][C:24]=3[N:23]=2)[CH2:17]1)[C:10]1[CH:11]=[CH:12][CH:13]=[CH:14][CH:15]=1. (4) Given the reactants CO.[S-2:3].[CH3:4][Na].Cl[C:7]1[CH:8]=[CH:9][C:10]([N+:13]([O-:15])=[O:14])=[N:11][CH:12]=1, predict the reaction product. The product is: [CH3:4][S:3][C:7]1[CH:8]=[CH:9][C:10]([N+:13]([O-:15])=[O:14])=[N:11][CH:12]=1.